Dataset: Reaction yield outcomes from USPTO patents with 853,638 reactions. Task: Predict the reaction yield, written as a fraction of the theoretical maximum amount of product (1.0 means a 100% yield; for example, 0.34 means a 34% yield). (1) The reactants are C(O[C@@H](C1C=CC=CC=1)C([O:8][C@H:9]([C:20]1[CH:25]=[CH:24][C:23]([O:26][CH:27]([F:29])[F:28])=[C:22]([O:30][CH2:31]C2CC2)[CH:21]=1)[CH2:10][C:11]1[C:16]([Cl:17])=[CH:15][N+:14]([O-:18])=[CH:13][C:12]=1[Cl:19])=O)(=O)C.FC(F)(F)C(O)=O. The catalyst is C(Cl)Cl. The product is [Cl:19][C:12]1[CH:13]=[N+:14]([O-:18])[CH:15]=[C:16]([Cl:17])[C:11]=1[CH2:10][C@@H:9]([C:20]1[CH:25]=[CH:24][C:23]([O:26][CH:27]([F:29])[F:28])=[C:22]([O:30][CH3:31])[CH:21]=1)[OH:8]. The yield is 0.940. (2) The reactants are Cl.[CH3:2][O:3][CH:4]1[CH2:7][NH:6][CH2:5]1.CC([O-])(C)C.[K+].Br[C:15]1[CH:16]=[C:17]2[N:26]([CH3:27])[CH:25]=[CH:24][C:18]2=[N:19][C:20]=1[C@@H:21]([NH2:23])[CH3:22]. The catalyst is COCCOC. The product is [CH3:2][O:3][CH:4]1[CH2:7][N:6]([C:15]2[CH:16]=[C:17]3[N:26]([CH3:27])[CH:25]=[CH:24][C:18]3=[N:19][C:20]=2[C@@H:21]([NH2:23])[CH3:22])[CH2:5]1. The yield is 0.990. (3) The reactants are [BH4-].[Na+].[Cl:3][C:4]1[CH:24]=[CH:23][C:7]([C:8]([CH:10]2[CH2:15][CH2:14][N:13]([C:16]([O:18][C:19]([CH3:22])([CH3:21])[CH3:20])=[O:17])[CH2:12][CH2:11]2)=[O:9])=[CH:6][CH:5]=1. The catalyst is CO. The product is [Cl:3][C:4]1[CH:5]=[CH:6][C:7]([CH:8]([OH:9])[CH:10]2[CH2:11][CH2:12][N:13]([C:16]([O:18][C:19]([CH3:21])([CH3:20])[CH3:22])=[O:17])[CH2:14][CH2:15]2)=[CH:23][CH:24]=1. The yield is 1.00. (4) The reactants are [S:1]1[CH:5]=[CH:4][CH:3]=[C:2]1[C:6]1[CH:14]=[CH:13][C:9]([C:10]([OH:12])=O)=[CH:8][CH:7]=1.CCN=C=NCCCN(C)C.Cl.C1C=CC2N(O)N=NC=2C=1.CCN(C(C)C)C(C)C.[NH:46]1[CH2:50][CH2:49][CH2:48][C@H:47]1[CH2:51][N:52]1[CH2:56][CH2:55][CH2:54][CH2:53]1. The catalyst is CN(C=O)C.ClCCl. The product is [N:52]1([CH2:51][C@@H:47]2[CH2:48][CH2:49][CH2:50][N:46]2[C:10]([C:9]2[CH:8]=[CH:7][C:6]([C:2]3[S:1][CH:5]=[CH:4][CH:3]=3)=[CH:14][CH:13]=2)=[O:12])[CH2:56][CH2:55][CH2:54][CH2:53]1. The yield is 0.350. (5) The reactants are [Cl:1][C:2]1[CH:7]=[C:6]([C:8]([O:17][Si:18]([CH2:23][CH3:24])([CH2:21][CH3:22])[CH2:19][CH3:20])([C:13]([F:16])([F:15])[F:14])[C:9]([F:12])([F:11])[F:10])[CH:5]=[CH:4][C:3]=1[NH:25][C:26](=O)[CH3:27].B.C1COCC1. The catalyst is C1COCC1. The product is [Cl:1][C:2]1[CH:7]=[C:6]([C:8]([O:17][Si:18]([CH2:19][CH3:20])([CH2:21][CH3:22])[CH2:23][CH3:24])([C:13]([F:14])([F:15])[F:16])[C:9]([F:12])([F:11])[F:10])[CH:5]=[CH:4][C:3]=1[NH:25][CH2:26][CH3:27]. The yield is 0.610.